Dataset: Full USPTO retrosynthesis dataset with 1.9M reactions from patents (1976-2016). Task: Predict the reactants needed to synthesize the given product. (1) Given the product [N:7]1[NH:6][C:5]([NH:8][C:9]([C:11]2[C:16]([NH2:17])=[N:15][C:14]([C:18]([F:21])([F:20])[F:19])=[C:13]([Br:22])[N:12]=2)=[O:10])=[N:25][CH:3]=1, predict the reactants needed to synthesize it. The reactants are: FC(F)(F)[C:3]1C=[C:5]([NH:8][C:9]([C:11]2[C:16]([NH2:17])=[N:15][C:14]([C:18]([F:21])([F:20])[F:19])=[C:13]([Br:22])[N:12]=2)=[O:10])[NH:6][N:7]=1.[NH:25]1C(N)=NC=N1. (2) Given the product [CH3:27][S:28]([O:26][CH:24]([C:15]1[CH:14]=[C:13]2[C:18]([O:19][CH2:20][CH2:21][N:22]3[C:12]2=[N:11][C:10]([C:4]2[N:5]([CH:7]([CH3:9])[CH3:8])[CH:6]=[C:2]([CH3:1])[N:3]=2)=[CH:23]3)=[CH:17][CH:16]=1)[CH3:25])(=[O:30])=[O:29], predict the reactants needed to synthesize it. The reactants are: [CH3:1][C:2]1[N:3]=[C:4]([C:10]2[N:11]=[C:12]3[N:22]([CH:23]=2)[CH2:21][CH2:20][O:19][C:18]2[C:13]3=[CH:14][C:15]([CH:24]([OH:26])[CH3:25])=[CH:16][CH:17]=2)[N:5]([CH:7]([CH3:9])[CH3:8])[CH:6]=1.[CH3:27][S:28](Cl)(=[O:30])=[O:29]. (3) Given the product [CH3:20][C:18]([O:22][C:23]([NH:25][C@H:26]([C:28]([NH:8][C@@H:9]([CH2:16][CH3:17])/[CH:10]=[CH:11]/[C:12]([O:14][CH3:15])=[O:13])=[O:29])[CH3:27])=[O:24])([CH3:19])[CH3:21], predict the reactants needed to synthesize it. The reactants are: FC(F)(F)C(O)=O.[NH2:8][C@@H:9]([CH2:16][CH3:17])/[CH:10]=[CH:11]/[C:12]([O:14][CH3:15])=[O:13].[C:18]([O:22][C:23]([NH:25][C@H:26]([C:28](O)=[O:29])[CH3:27])=[O:24])([CH3:21])([CH3:20])[CH3:19].CCN=C=NCCCN(C)C.C1C=CC2N(O)N=NC=2C=1.CN1CCOCC1. (4) Given the product [S:8]1[C:4]2[CH:3]=[C:2]([O:1][CH:12]([CH2:22][CH3:23])[C:13]([NH:15][C:16]([CH3:21])([CH3:20])[C:17]#[C:18][CH3:19])=[O:14])[CH:10]=[CH:9][C:5]=2[N:6]=[CH:7]1, predict the reactants needed to synthesize it. The reactants are: [OH:1][C:2]1[CH:10]=[CH:9][C:5]2[N:6]=[CH:7][S:8][C:4]=2[CH:3]=1.Br[CH:12]([CH2:22][CH3:23])[C:13]([NH:15][C:16]([CH3:21])([CH3:20])[C:17]#[C:18][CH3:19])=[O:14].C(=O)([O-])[O-].[K+].[K+].Cl. (5) Given the product [CH2:34]([C@@H:14]([CH2:13][CH2:12][C@H:8]([CH2:1][C:2]1[CH:3]=[CH:4][CH:5]=[CH:6][CH:7]=1)[C:9](=[O:10])[NH:42][C@@H:43]1[C:50](=[O:51])[N:49]2[CH2:52][CH2:53][CH2:54][CH2:55][C@@H:48]2[CH2:47][CH2:46][CH2:45][CH2:44]1)[C:15]([NH:17][C@H:18]1[CH2:24][CH2:23][S:22][C@H:21]2[CH2:25][CH2:26][CH2:27][C@@H:28]([C:29]([O:31][CH3:32])=[O:30])[N:20]2[C:19]1=[O:33])=[O:16])[C:35]1[CH:40]=[CH:39][CH:38]=[CH:37][CH:36]=1, predict the reactants needed to synthesize it. The reactants are: [CH2:1]([C@@H:8]([CH2:12][CH2:13][C@H:14]([CH2:34][C:35]1[CH:40]=[CH:39][CH:38]=[CH:37][CH:36]=1)[C:15]([NH:17][C@H:18]1[CH2:24][CH2:23][S:22][C@H:21]2[CH2:25][CH2:26][CH2:27][C@@H:28]([C:29]([O:31][CH3:32])=[O:30])[N:20]2[C:19]1=[O:33])=[O:16])[C:9](O)=[O:10])[C:2]1[CH:7]=[CH:6][CH:5]=[CH:4][CH:3]=1.Cl.[NH2:42][C@@H:43]1[C:50](=[O:51])[N:49]2[CH2:52][CH2:53][CH2:54][CH2:55][C@@H:48]2[CH2:47][CH2:46][CH2:45][CH2:44]1. (6) Given the product [N:25]1([CH2:24][C@H:20]2[CH2:21][CH2:22][CH2:23][N:19]2[C:13]([C:12]2[CH:11]=[CH:10][C:9]([B:4]3[O:5][C:6]([CH3:7])([CH3:8])[C:2]([CH3:1])([CH3:18])[O:3]3)=[CH:17][CH:16]=2)=[O:15])[CH2:29][CH2:28][CH2:27][CH2:26]1, predict the reactants needed to synthesize it. The reactants are: [CH3:1][C:2]1([CH3:18])[C:6]([CH3:8])([CH3:7])[O:5][B:4]([C:9]2[CH:17]=[CH:16][C:12]([C:13]([OH:15])=O)=[CH:11][CH:10]=2)[O:3]1.[NH:19]1[CH2:23][CH2:22][CH2:21][C@@H:20]1[CH2:24][N:25]1[CH2:29][CH2:28][CH2:27][CH2:26]1. (7) Given the product [F:1][C:2]1[CH:9]=[C:8]([OH:10])[C:7]([CH:11]2[C:19]3[C:14](=[CH:15][CH:16]=[CH:17][CH:18]=3)[N:13]([CH2:20][C:21]3[CH:22]=[CH:23][C:24]([O:27][CH3:28])=[CH:25][CH:26]=3)[C:12]2=[O:29])=[CH:6][C:3]=1[C:4]#[N:5], predict the reactants needed to synthesize it. The reactants are: [F:1][C:2]1[CH:9]=[C:8]([OH:10])[C:7]([C:11]2(O)[C:19]3[C:14](=[CH:15][CH:16]=[CH:17][CH:18]=3)[N:13]([CH2:20][C:21]3[CH:26]=[CH:25][C:24]([O:27][CH3:28])=[CH:23][CH:22]=3)[C:12]2=[O:29])=[CH:6][C:3]=1[C:4]#[N:5].C([SiH](CC)CC)C.FC(F)(F)C(O)=O.